Dataset: NCI-60 drug combinations with 297,098 pairs across 59 cell lines. Task: Regression. Given two drug SMILES strings and cell line genomic features, predict the synergy score measuring deviation from expected non-interaction effect. Drug 1: CC1=CC2C(CCC3(C2CCC3(C(=O)C)OC(=O)C)C)C4(C1=CC(=O)CC4)C. Drug 2: C1=C(C(=O)NC(=O)N1)F. Cell line: TK-10. Synergy scores: CSS=22.5, Synergy_ZIP=3.33, Synergy_Bliss=2.47, Synergy_Loewe=-5.82, Synergy_HSA=-0.657.